This data is from Full USPTO retrosynthesis dataset with 1.9M reactions from patents (1976-2016). The task is: Predict the reactants needed to synthesize the given product. (1) Given the product [NH2:5][C:6]1([C:13]2[CH:18]=[CH:17][C:16]([C:19]3[C:28]([C:29]4[CH:30]=[CH:31][CH:32]=[CH:33][CH:34]=4)=[CH:27][C:26]4[C:25]5=[N:35][N:36]=[C:37]([C:38]6[N:43]=[CH:42][CH:41]=[CH:40][N:39]=6)[N:24]5[CH:23]=[CH:22][C:21]=4[N:20]=3)=[CH:15][CH:14]=2)[CH2:9][C:8]([CH2:10][OH:11])([OH:12])[CH2:7]1, predict the reactants needed to synthesize it. The reactants are: FC(F)(F)C([NH:5][C:6]1([C:13]2[CH:18]=[CH:17][C:16]([C:19]3[C:28]([C:29]4[CH:34]=[CH:33][CH:32]=[CH:31][CH:30]=4)=[CH:27][C:26]4[C:25]5=[N:35][N:36]=[C:37]([C:38]6[N:43]=[CH:42][CH:41]=[CH:40][N:39]=6)[N:24]5[CH:23]=[CH:22][C:21]=4[N:20]=3)=[CH:15][CH:14]=2)[CH2:9][C:8]([OH:12])([CH2:10][OH:11])[CH2:7]1)=O.[OH-].[Na+]. (2) Given the product [CH3:36][O:37][C:19]1([O:27][CH3:28])[C:20]2[O:24][C:23]([CH3:25])([CH3:26])[CH2:22][C:21]=2[C:16]([CH:2]([C:10]2[CH:11]=[CH:12][CH:13]=[CH:14][CH:15]=2)[CH2:3][C:4]2[CH:5]=[CH:6][N:7]=[CH:8][CH:9]=2)=[CH:17][CH2:18]1, predict the reactants needed to synthesize it. The reactants are: O[C:2]([C:16]1[C:21]2[CH2:22][C:23]([CH3:26])([CH3:25])[O:24][C:20]=2[C:19]([O:27][CH3:28])=[CH:18][CH:17]=1)([C:10]1[CH:15]=[CH:14][CH:13]=[CH:12][CH:11]=1)[CH2:3][C:4]1[CH:9]=[CH:8][N:7]=[CH:6][CH:5]=1.C([SiH](CC)CC)C.[C:36](=O)(O)[O-:37].[Na+]. (3) Given the product [CH2:33]([O:18][C:16]([N:15]1[C:14]2([CH2:19][CH2:20][O:21][CH2:22][CH2:23]2)[O:13][CH2:12][CH:11]1[C:9](=[O:10])[NH:57][C:58]1[S:59][CH:60]=[C:61]([C:63]2[CH:64]=[CH:65][C:66]([C:67](=[O:68])[NH:69][C:70]3[CH:71]=[N:72][CH:73]=[CH:74][CH:75]=3)=[CH:76][CH:77]=2)[N:62]=1)=[O:17])[C:34]1[CH:49]=[CH:48][CH:37]=[CH:36][CH:35]=1, predict the reactants needed to synthesize it. The reactants are: C(O[C:9]([CH:11]1[N:15]([C:16]([OH:18])=[O:17])[C:14]2([CH2:23][CH2:22][O:21][CH2:20][CH2:19]2)[O:13][CH2:12]1)=[O:10])C1C=CC=CC=1.CN(C(ON1N=N[C:34]2[CH:35]=[CH:36][CH:37]=N[C:33]1=2)=[N+](C)C)C.F[P-](F)(F)(F)(F)F.[CH3:48][CH2:49]N(C(C)C)C(C)C.[NH2:57][C:58]1[S:59][CH:60]=[C:61]([C:63]2[CH:77]=[CH:76][C:66]([C:67]([NH:69][C:70]3[CH:71]=[N:72][CH:73]=[CH:74][CH:75]=3)=[O:68])=[CH:65][CH:64]=2)[N:62]=1. (4) Given the product [CH:5]1([C:8]([C@H:10]2[C@H:15]([CH3:16])[CH2:14][C@H:13]3[C@H:17]4[C:26]([C@@H:27]([C:29]5[CH:34]=[CH:33][C:32]([C:35]6[CH:36]=[N:37][CH:38]=[CH:39][CH:40]=6)=[CH:31][CH:30]=5)[CH2:28][C@:11]23[CH3:12])=[C:25]2[C:20](=[CH:21][C:22](=[N:2][OH:3])[CH2:23][CH2:24]2)[CH2:19][CH2:18]4)=[O:9])[CH2:7][CH2:6]1, predict the reactants needed to synthesize it. The reactants are: Cl.[NH2:2][OH:3].O.[CH:5]1([C:8]([C@H:10]2[C@H:15]([CH3:16])[CH2:14][C@H:13]3[C@H:17]4[C:26]([C@@H:27]([C:29]5[CH:34]=[CH:33][C:32]([C:35]6[CH:36]=[N:37][CH:38]=[CH:39][CH:40]=6)=[CH:31][CH:30]=5)[CH2:28][C@:11]23[CH3:12])=[C:25]2[C:20](=[CH:21][C:22](=O)[CH2:23][CH2:24]2)[CH2:19][CH2:18]4)=[O:9])[CH2:7][CH2:6]1. (5) Given the product [Cl:14][C:15]1[CH:20]=[CH:19][CH:18]=[C:17]([Cl:21])[C:16]=1[CH2:22][C:23]([Cl:1])=[O:25], predict the reactants needed to synthesize it. The reactants are: [Cl:1]C1C=CC=C(Cl)C=1CC#N.[OH-].[K+].[Cl:14][C:15]1[CH:20]=[CH:19][CH:18]=[C:17]([Cl:21])[C:16]=1[CH2:22][C:23]([OH:25])=O.C(Cl)(=O)C(Cl)=O. (6) Given the product [CH3:27][N:24]1[CH2:25][CH2:26][N:21]([CH2:20][C:17]2[CH:18]=[CH:19][C:14]3[N:13]=[CH:12][N:11]([C:9]4[S:10][C:6]([C:4]([OH:5])=[O:3])=[C:7]([C:28]5[CH:33]=[CH:32][CH:31]=[CH:30][CH:29]=5)[N:8]=4)[C:15]=3[CH:16]=2)[CH2:22][CH2:23]1, predict the reactants needed to synthesize it. The reactants are: C([O:3][C:4]([C:6]1[S:10][C:9]([N:11]2[C:15]3[CH:16]=[C:17]([CH2:20][N:21]4[CH2:26][CH2:25][N:24]([CH3:27])[CH2:23][CH2:22]4)[CH:18]=[CH:19][C:14]=3[N:13]=[CH:12]2)=[N:8][C:7]=1[C:28]1[CH:33]=[CH:32][CH:31]=[CH:30][CH:29]=1)=[O:5])C.O1CCCC1.[OH-].[Li+]. (7) Given the product [N:15]1[CH:16]=[CH:17][CH:18]=[CH:19][C:14]=1[N:11]=[C:10]1[C:9]2[C:3](=[C:4]([OH:5])[CH:6]=[CH:7][C:8]=2[OH:12])[C:1](=[N:13][C:14]2[CH:19]=[CH:18][CH:17]=[CH:16][N:15]=2)[NH:2]1, predict the reactants needed to synthesize it. The reactants are: [C:1]([C:3]1[C:9]([C:10]#[N:11])=[C:8]([OH:12])[CH:7]=[CH:6][C:4]=1[OH:5])#[N:2].[NH2:13][C:14]1[CH:19]=[CH:18][CH:17]=[CH:16][N:15]=1.[Cl-].[Cl-].[Ca+2].C(Cl)Cl.